Dataset: Reaction yield outcomes from USPTO patents with 853,638 reactions. Task: Predict the reaction yield, written as a fraction of the theoretical maximum amount of product (1.0 means a 100% yield; for example, 0.34 means a 34% yield). (1) The reactants are [CH3:1][N:2]1[CH:6]=[C:5]([C:7]([F:10])([F:9])[F:8])[C:4]([NH2:11])=[N:3]1.Cl[C:13]1[N:18]=[C:17]2[N:19]([CH2:24][O:25][CH2:26][CH2:27][Si:28]([CH3:31])([CH3:30])[CH3:29])[CH:20]=[C:21]([C:22]#[N:23])[C:16]2=[C:15]([C:32]2[CH:33]=[N:34][CH:35]=[C:36]([CH3:38])[CH:37]=2)[CH:14]=1.C1(P(C2C=CC=CC=2)C2C3OC4C(=CC=CC=4P(C4C=CC=CC=4)C4C=CC=CC=4)C(C)(C)C=3C=CC=2)C=CC=CC=1.CC(C)([O-])C.[Na+]. The catalyst is O1CCOCC1.C1C=CC(/C=C/C(/C=C/C2C=CC=CC=2)=O)=CC=1.C1C=CC(/C=C/C(/C=C/C2C=CC=CC=2)=O)=CC=1.C1C=CC(/C=C/C(/C=C/C2C=CC=CC=2)=O)=CC=1.[Pd].[Pd].O. The product is [CH3:1][N:2]1[CH:6]=[C:5]([C:7]([F:8])([F:9])[F:10])[C:4]([NH:11][C:13]2[N:18]=[C:17]3[N:19]([CH2:24][O:25][CH2:26][CH2:27][Si:28]([CH3:31])([CH3:30])[CH3:29])[CH:20]=[C:21]([C:22]#[N:23])[C:16]3=[C:15]([C:32]3[CH:33]=[N:34][CH:35]=[C:36]([CH3:38])[CH:37]=3)[CH:14]=2)=[N:3]1. The yield is 0.410. (2) The reactants are [N+:1]([C:4]1[CH:19]=[CH:18][C:7]([CH2:8][N:9]2[N:13]=[C:12]3[CH:14]=[CH:15][CH:16]=[CH:17][C:11]3=[N:10]2)=[CH:6][CH:5]=1)([O-])=O. The catalyst is [C].[Pd].C(O)C. The product is [N:10]1[N:9]([CH2:8][C:7]2[CH:18]=[CH:19][C:4]([NH2:1])=[CH:5][CH:6]=2)[N:13]=[C:12]2[CH:14]=[CH:15][CH:16]=[CH:17][C:11]=12. The yield is 0.350. (3) The reactants are S(Cl)([Cl:4])(=O)=O.[CH2:6]([O:8][C:9](=[O:18])[CH2:10][C:11](=[O:17])[C:12]([CH3:16])([CH3:15])[CH:13]=[CH2:14])[CH3:7]. The catalyst is C(Cl)(Cl)Cl. The product is [CH2:6]([O:8][C:9](=[O:18])[CH:10]([Cl:4])[C:11](=[O:17])[C:12]([CH3:16])([CH3:15])[CH:13]=[CH2:14])[CH3:7]. The yield is 0.930. (4) The reactants are [Mg].BrC(Br)C.Cl[CH2:7][C:8]([C:11]1[CH:16]=[C:15]([CH3:17])[CH:14]=[CH:13][C:12]=1[O:18][CH3:19])([CH3:10])[CH3:9].[F:20][C:21]([F:32])([F:31])[C:22](O[C:22](=[O:23])[C:21]([F:32])([F:31])[F:20])=[O:23].Cl. The catalyst is C(OCC)C. The product is [F:20][C:21]([F:32])([F:31])[C:22](=[O:23])[CH2:7][C:8]([C:11]1[CH:16]=[C:15]([CH3:17])[CH:14]=[CH:13][C:12]=1[O:18][CH3:19])([CH3:10])[CH3:9]. The yield is 0.410. (5) The reactants are [CH3:1][C:2]1[C:6]([C:7]2[CH:16]=[C:15]3[C:10]([C:11]([NH:18][CH2:19][C:20]4[CH:25]=[CH:24][CH:23]=[CH:22][N:21]=4)=[C:12]([NH2:17])[CH:13]=[N:14]3)=[CH:9][C:8]=2[O:26][CH3:27])=[C:5]([CH3:28])[O:4][N:3]=1.[CH3:29][O:30][CH2:31][CH2:32][N:33]=[C:34]=S.C(Cl)CCl. The catalyst is C(O)C. The product is [CH3:1][C:2]1[C:6]([C:7]2[C:8]([O:26][CH3:27])=[CH:9][C:10]3[C:11]4[N:18]([CH2:19][C:20]5[CH:25]=[CH:24][CH:23]=[CH:22][N:21]=5)[C:34]([NH:33][CH2:32][CH2:31][O:30][CH3:29])=[N:17][C:12]=4[CH:13]=[N:14][C:15]=3[CH:16]=2)=[C:5]([CH3:28])[O:4][N:3]=1. The yield is 0.585. (6) The reactants are Br[C:2]1[C:11]([C:12]([O:14][CH3:15])=[O:13])=[N:10][C:9]2[NH:8][C:7](=[O:16])[CH2:6][S:5][C:4]=2[CH:3]=1.[CH3:17][Sn](C)(C)C. The catalyst is CN(C)C=O.Cl[Pd](Cl)([P](C1C=CC=CC=1)(C1C=CC=CC=1)C1C=CC=CC=1)[P](C1C=CC=CC=1)(C1C=CC=CC=1)C1C=CC=CC=1. The product is [CH3:17][C:2]1[C:11]([C:12]([O:14][CH3:15])=[O:13])=[N:10][C:9]2[NH:8][C:7](=[O:16])[CH2:6][S:5][C:4]=2[CH:3]=1. The yield is 0.850.